From a dataset of Catalyst prediction with 721,799 reactions and 888 catalyst types from USPTO. Predict which catalyst facilitates the given reaction. (1) Reactant: [Br:1][C:2]1[CH:7]=[C:6]([O:8][C:9]2[CH:14]=[CH:13][CH:12]=[CH:11][CH:10]=2)[CH:5]=[CH:4][C:3]=1[CH2:15][CH:16]=[O:17].[BH4-].[Na+]. Product: [Br:1][C:2]1[CH:7]=[C:6]([O:8][C:9]2[CH:14]=[CH:13][CH:12]=[CH:11][CH:10]=2)[CH:5]=[CH:4][C:3]=1[CH2:15][CH2:16][OH:17]. The catalyst class is: 5. (2) Reactant: [Cl:1][C:2]1[CH:21]=[CH:20][C:19]([NH:22][CH2:23][CH2:24][NH:25][CH2:26][CH2:27][S:28][CH3:29])=[CH:18][C:3]=1[C:4]([NH:6][CH2:7][C:8]12[CH2:17][CH:12]3[CH2:13][CH:14]([CH2:16][CH:10]([CH2:11]3)[CH2:9]1)[CH2:15]2)=[O:5].[C:30]([O:34][C:35](O[C:35]([O:34][C:30]([CH3:33])([CH3:32])[CH3:31])=[O:36])=[O:36])([CH3:33])([CH3:32])[CH3:31].C(N(CC)CC)C.ClCCl. Product: [Cl:1][C:2]1[CH:21]=[CH:20][C:19]([NH:22][CH2:23][CH2:24][N:25]([CH2:26][CH2:27][S:28][CH3:29])[C:35](=[O:36])[O:34][C:30]([CH3:33])([CH3:32])[CH3:31])=[CH:18][C:3]=1[C:4]([NH:6][CH2:7][C:8]12[CH2:9][CH:10]3[CH2:16][CH:14]([CH2:13][CH:12]([CH2:11]3)[CH2:17]1)[CH2:15]2)=[O:5]. The catalyst class is: 6. (3) Reactant: [SH:1][C:2]1[CH:7]=[CH:6][C:5]([C:8]([OH:10])=[O:9])=[CH:4][CH:3]=1.Cl.Cl[CH2:13][C:14]1[CH:19]=[CH:18][CH:17]=[CH:16][N:15]=1.C(=O)([O-])[O-].[K+].[K+]. Product: [N:15]1[CH:16]=[CH:17][CH:18]=[CH:19][C:14]=1[CH2:13][S:1][C:2]1[CH:7]=[CH:6][C:5]([C:8]([OH:10])=[O:9])=[CH:4][CH:3]=1. The catalyst class is: 40. (4) Reactant: C(N(C(C)C)CC)(C)C.[CH:10]([C:13]1[N:17]2[CH:18]=[C:19]([O:22][C@H:23]3[C:32]4[C:27](=[CH:28][CH:29]=[CH:30][CH:31]=4)[C@@H:26]([NH2:33])[CH2:25][CH2:24]3)[CH:20]=[CH:21][C:16]2=[N:15][N:14]=1)([CH3:12])[CH3:11].ClC(Cl)(Cl)C[O:37][C:38](=O)[NH:39][C:40]1[N:41]([C:49]2[CH:54]=[CH:53][CH:52]=[C:51]([O:55][CH2:56][CH2:57][N:58]([CH3:60])[CH3:59])[CH:50]=2)[N:42]=[C:43]([C:45]([CH3:48])([CH3:47])[CH3:46])[CH:44]=1. Product: [C:45]([C:43]1[CH:44]=[C:40]([NH:39][C:38]([NH:33][C@@H:26]2[C:27]3[C:32](=[CH:31][CH:30]=[CH:29][CH:28]=3)[C@H:23]([O:22][C:19]3[CH:20]=[CH:21][C:16]4[N:17]([C:13]([CH:10]([CH3:12])[CH3:11])=[N:14][N:15]=4)[CH:18]=3)[CH2:24][CH2:25]2)=[O:37])[N:41]([C:49]2[CH:54]=[CH:53][CH:52]=[C:51]([O:55][CH2:56][CH2:57][N:58]([CH3:59])[CH3:60])[CH:50]=2)[N:42]=1)([CH3:48])([CH3:46])[CH3:47]. The catalyst class is: 12. (5) Reactant: Br[C:2]1[CH:3]=[C:4]([C:14]([NH:16][CH2:17][C:18]2[C:19](=[O:26])[NH:20][C:21]([CH3:25])=[CH:22][C:23]=2[CH3:24])=[O:15])[C:5]2[CH:10]=[N:9][N:8]([CH:11]([CH3:13])[CH3:12])[C:6]=2[N:7]=1.C([O-])([O-])=O.[K+].[K+].Cl.[NH:34]1[CH2:39][CH2:38][C:37](=[O:40])[CH2:36][CH2:35]1.O. Product: [CH3:24][C:23]1[CH:22]=[C:21]([CH3:25])[NH:20][C:19](=[O:26])[C:18]=1[CH2:17][NH:16][C:14]([C:4]1[C:5]2[CH:10]=[N:9][N:8]([CH:11]([CH3:13])[CH3:12])[C:6]=2[N:7]=[C:2]([N:34]2[CH2:39][CH2:38][C:37](=[O:40])[CH2:36][CH2:35]2)[CH:3]=1)=[O:15]. The catalyst class is: 655. (6) Reactant: [CH3:1][O:2][CH2:3][C:4]1[CH:5]=[C:6]([CH:11]=[CH:12][CH:13]=1)[C:7]([O:9]C)=[O:8].[OH-].[Na+]. Product: [CH3:1][O:2][CH2:3][C:4]1[CH:5]=[C:6]([CH:11]=[CH:12][CH:13]=1)[C:7]([OH:9])=[O:8]. The catalyst class is: 1. (7) Product: [Br:26][C:3]1[C:4]2[C:9](=[CH:8][CH:7]=[C:6]([NH:10][C:11]3[C:12]4[S:19][C:18]([C:20]5[CH:25]=[CH:24][CH:23]=[CH:22][CH:21]=5)=[CH:17][C:13]=4[N:14]=[CH:15][N:16]=3)[CH:5]=2)[NH:1][CH:2]=1. The catalyst class is: 2. Reactant: [NH:1]1[C:9]2[C:4](=[CH:5][C:6]([NH:10][C:11]3[C:12]4[S:19][C:18]([C:20]5[CH:25]=[CH:24][CH:23]=[CH:22][CH:21]=5)=[CH:17][C:13]=4[N:14]=[CH:15][N:16]=3)=[CH:7][CH:8]=2)[CH:3]=[CH:2]1.[Br:26]N1C(=O)CCC1=O. (8) Reactant: [F:1][C:2]([F:20])([F:19])[C:3]1[CH:8]=[CH:7][C:6]([CH:9]2[C:14]3=[N:15][CH:16]=[CH:17][N:18]=[C:13]3[CH2:12][CH2:11][NH:10]2)=[CH:5][CH:4]=1.[F:21][C:22]1[CH:27]=[CH:26][C:25]([N:28]=[C:29]=[O:30])=[CH:24][CH:23]=1. Product: [F:21][C:22]1[CH:27]=[CH:26][C:25]([NH:28][C:29]([N:10]2[CH2:11][CH2:12][C:13]3[C:14](=[N:15][CH:16]=[CH:17][N:18]=3)[CH:9]2[C:6]2[CH:7]=[CH:8][C:3]([C:2]([F:1])([F:19])[F:20])=[CH:4][CH:5]=2)=[O:30])=[CH:24][CH:23]=1. The catalyst class is: 26. (9) Reactant: O.O[N:3]1C2C=CC=CC=2N=N1.Cl.CN(C)CCCN=C=NCC.[OH-].[NH4+].[C:26]([CH2:28][C:29]([N:31]1[CH2:36][CH2:35][CH2:34][C@@H:33]([NH:37][C:38]2[N:43]=[C:42]([C:44]3[N:48]4[CH:49]=[C:50]([F:53])[CH:51]=[CH:52][C:47]4=[N:46][CH:45]=3)[N:41]=[C:40]([C:54](O)=[O:55])[CH:39]=2)[CH2:32]1)=[O:30])#[N:27]. Product: [C:26]([CH2:28][C:29]([N:31]1[CH2:36][CH2:35][CH2:34][C@@H:33]([NH:37][C:38]2[N:43]=[C:42]([C:44]3[N:48]4[CH:49]=[C:50]([F:53])[CH:51]=[CH:52][C:47]4=[N:46][CH:45]=3)[N:41]=[C:40]([C:54]([NH2:3])=[O:55])[CH:39]=2)[CH2:32]1)=[O:30])#[N:27]. The catalyst class is: 3. (10) Product: [OH:6][CH2:5][CH2:4][S:1]([CH2:7][CH2:8][O:9][C:11]([O:13][C:14]1[CH:15]=[CH:16][C:17]([N+:20]([O-:22])=[O:21])=[CH:18][CH:19]=1)=[O:12])(=[O:3])=[O:2]. The catalyst class is: 17. Reactant: [S:1]([CH2:7][CH2:8][OH:9])([CH2:4][CH2:5][OH:6])(=[O:3])=[O:2].Cl[C:11]([O:13][C:14]1[CH:19]=[CH:18][C:17]([N+:20]([O-:22])=[O:21])=[CH:16][CH:15]=1)=[O:12].